This data is from Full USPTO retrosynthesis dataset with 1.9M reactions from patents (1976-2016). The task is: Predict the reactants needed to synthesize the given product. (1) Given the product [C:1]([O:5][C:6]([N:8]1[C:16]2[C:11](=[CH:12][C:13]([O:18][CH2:34][C:27]3[S:28][C:29]([C:30]([F:32])([F:31])[F:33])=[C:25]([C:19]4[CH:24]=[CH:23][CH:22]=[CH:21][CH:20]=4)[CH:26]=3)=[C:14]([F:17])[CH:15]=2)[CH2:10][CH2:9]1)=[O:7])([CH3:4])([CH3:2])[CH3:3], predict the reactants needed to synthesize it. The reactants are: [C:1]([O:5][C:6]([N:8]1[C:16]2[C:11](=[CH:12][C:13]([OH:18])=[C:14]([F:17])[CH:15]=2)[CH2:10][CH2:9]1)=[O:7])([CH3:4])([CH3:3])[CH3:2].[C:19]1([C:25]2[CH:26]=[C:27]([CH2:34]Cl)[S:28][C:29]=2[C:30]([F:33])([F:32])[F:31])[CH:24]=[CH:23][CH:22]=[CH:21][CH:20]=1.C(=O)([O-])[O-].[K+].[K+].CN(C=O)C. (2) The reactants are: [C:1]([O:9][C@H:10]1[C@@H:21]([OH:22])[C@H:20]([O:23][C:24](=[O:31])[C:25]2[CH:30]=[CH:29][CH:28]=[CH:27][CH:26]=2)[C@@H:19]([CH2:32][O:33][C:34]([C:47]2[CH:52]=[CH:51][CH:50]=[CH:49][CH:48]=2)([C:41]2[CH:46]=[CH:45][CH:44]=[CH:43][CH:42]=2)[C:35]2[CH:40]=[CH:39][CH:38]=[CH:37][CH:36]=2)[O:18][C@@H:11]1[O:12][CH2:13][CH2:14][N:15]=[N+:16]=[N-:17])(=[O:8])[C:2]1[CH:7]=[CH:6][CH:5]=[CH:4][CH:3]=1.[C:53]([O:61][C@H:62]1[C@@H:74]([O:75][C:76](=[O:83])[C:77]2[CH:82]=[CH:81][CH:80]=[CH:79][CH:78]=2)[C@H:73]([O:84][C:85](=[O:92])[C:86]2[CH:91]=[CH:90][CH:89]=[CH:88][CH:87]=2)[C@@H:72]([CH2:93][O:94][C:95](=[O:102])[C:96]2[CH:101]=[CH:100][CH:99]=[CH:98][CH:97]=2)[O:71][C@@H:63]1OC(=N)C(Cl)(Cl)Cl)(=[O:60])[C:54]1[CH:59]=[CH:58][CH:57]=[CH:56][CH:55]=1.[Si](OS(C(F)(F)F)(=O)=O)(C)(C)C. Given the product [C:1]([O:9][C@H:10]1[C@@H:21]([O:22][C@H:63]2[O:71][C@H:72]([CH2:93][O:94][C:95](=[O:102])[C:96]3[CH:101]=[CH:100][CH:99]=[CH:98][CH:97]=3)[C@@H:73]([O:84][C:85](=[O:92])[C:86]3[CH:87]=[CH:88][CH:89]=[CH:90][CH:91]=3)[C@H:74]([O:75][C:76](=[O:83])[C:77]3[CH:78]=[CH:79][CH:80]=[CH:81][CH:82]=3)[C@@H:62]2[O:61][C:53](=[O:60])[C:54]2[CH:55]=[CH:56][CH:57]=[CH:58][CH:59]=2)[C@H:20]([O:23][C:24](=[O:31])[C:25]2[CH:30]=[CH:29][CH:28]=[CH:27][CH:26]=2)[C@@H:19]([CH2:32][O:33][C:34]([C:41]2[CH:42]=[CH:43][CH:44]=[CH:45][CH:46]=2)([C:35]2[CH:36]=[CH:37][CH:38]=[CH:39][CH:40]=2)[C:47]2[CH:48]=[CH:49][CH:50]=[CH:51][CH:52]=2)[O:18][C@@H:11]1[O:12][CH2:13][CH2:14][N:15]=[N+:16]=[N-:17])(=[O:8])[C:2]1[CH:3]=[CH:4][CH:5]=[CH:6][CH:7]=1, predict the reactants needed to synthesize it. (3) Given the product [CH:10]1([C:15]2[C:20]([C:21]([O:23][CH3:24])=[O:22])=[CH:19][N:18]=[C:17]([NH:35][C@H:32]3[CH2:33][CH2:34][O:30][CH2:31]3)[N:16]=2)[CH2:14][CH2:13][CH2:12][CH2:11]1, predict the reactants needed to synthesize it. The reactants are: CCN(C(C)C)C(C)C.[CH:10]1([C:15]2[C:20]([C:21]([O:23][CH3:24])=[O:22])=[CH:19][N:18]=[C:17](S(C)(=O)=O)[N:16]=2)[CH2:14][CH2:13][CH2:12][CH2:11]1.Cl.[O:30]1[CH2:34][CH2:33][C@H:32]([NH2:35])[CH2:31]1. (4) Given the product [CH3:25][N:26]1[C:1]([NH2:2])=[CH:3][C:4]([CH:6]2[CH2:11][CH2:10][CH2:9][CH2:8][NH:7]2)=[N:27]1.[CH:12]([O:14][CH2:15][C:16]1[CH:21]=[CH:20][CH:19]=[CH:18][CH:17]=1)=[O:13], predict the reactants needed to synthesize it. The reactants are: [C:1]([CH2:3][C:4]([CH:6]1[CH2:11][CH2:10][CH2:9][CH2:8][NH:7]1)=O)#[N:2].[CH:12]([O:14][CH2:15][C:16]1[CH:21]=[CH:20][CH:19]=[CH:18][CH:17]=1)=[O:13].C(O)C.[CH3:25][NH:26][NH2:27]. (5) Given the product [F:1][C:2]([C:5]1[N:6]=[C:7]([CH2:10][N:11]2[N:15]=[C:14]([NH:16][C:30]([C:25]3[N:26]=[C:27]([CH3:29])[O:28][C:24]=3[C:20]3[CH:21]=[CH:22][CH:23]=[C:18]([Cl:17])[CH:19]=3)=[O:31])[CH:13]=[N:12]2)[S:8][CH:9]=1)([F:4])[CH3:3], predict the reactants needed to synthesize it. The reactants are: [F:1][C:2]([C:5]1[N:6]=[C:7]([CH2:10][N:11]2[N:15]=[C:14]([NH2:16])[CH:13]=[N:12]2)[S:8][CH:9]=1)([F:4])[CH3:3].[Cl:17][C:18]1[CH:19]=[C:20]([C:24]2[O:28][C:27]([CH3:29])=[N:26][C:25]=2[C:30](O)=[O:31])[CH:21]=[CH:22][CH:23]=1. (6) Given the product [F:1][C:2]1[C:3]([C:24]2[N:25]([CH:30]([CH3:32])[CH3:31])[C:26]([CH3:29])=[N:27][CH:28]=2)=[N:4][C:5]([NH:8][CH:9]2[CH2:14][CH2:13][N:12]([S:15]([CH:18]3[CH2:23][CH2:22][N:21]([CH:34]([CH3:36])[CH3:33])[CH2:20][CH2:19]3)(=[O:16])=[O:17])[CH2:11][CH2:10]2)=[N:6][CH:7]=1, predict the reactants needed to synthesize it. The reactants are: [F:1][C:2]1[C:3]([C:24]2[N:25]([CH:30]([CH3:32])[CH3:31])[C:26]([CH3:29])=[N:27][CH:28]=2)=[N:4][C:5]([NH:8][CH:9]2[CH2:14][CH2:13][N:12]([S:15]([CH:18]3[CH2:23][CH2:22][NH:21][CH2:20][CH2:19]3)(=[O:17])=[O:16])[CH2:11][CH2:10]2)=[N:6][CH:7]=1.[CH3:33][C:34]([CH3:36])=O.C([BH3-])#N.[Na+].Cl. (7) Given the product [Cl:22][C:23]1[N:24]=[C:25]([NH:30][CH2:31][C@@H:32]([C:34]2[CH:39]=[CH:38][CH:37]=[CH:36][CH:35]=2)[CH3:33])[N:26]=[C:27]([NH:1][C@@H:2]2[CH2:7][CH2:6][C@H:5]([C:8]([NH:10][CH2:11][C:12]3[CH:21]=[CH:20][C:15]([C:16]([O:18][CH3:19])=[O:17])=[CH:14][CH:13]=3)=[O:9])[CH2:4][CH2:3]2)[N:28]=1, predict the reactants needed to synthesize it. The reactants are: [NH2:1][C@@H:2]1[CH2:7][CH2:6][C@H:5]([C:8]([NH:10][CH2:11][C:12]2[CH:21]=[CH:20][C:15]([C:16]([O:18][CH3:19])=[O:17])=[CH:14][CH:13]=2)=[O:9])[CH2:4][CH2:3]1.[Cl:22][C:23]1[N:28]=[C:27](Cl)[N:26]=[C:25]([NH:30][CH2:31][C@@H:32]([C:34]2[CH:39]=[CH:38][CH:37]=[CH:36][CH:35]=2)[CH3:33])[N:24]=1.[OH-].[Na+].